From a dataset of Full USPTO retrosynthesis dataset with 1.9M reactions from patents (1976-2016). Predict the reactants needed to synthesize the given product. (1) Given the product [C:29]([C:28]1[N:33]=[C:23]([CH:11]2[CH2:10][CH:9]([C:6]3[CH:5]=[CH:4][C:3]([CH2:1][CH3:2])=[CH:8][CH:7]=3)[CH2:14][N:13]([C:15]([N:17]3[CH2:18][CH2:19][O:20][CH2:21][CH2:22]3)=[O:16])[CH2:12]2)[O:24][N:27]=1)([CH3:32])([CH3:31])[CH3:30], predict the reactants needed to synthesize it. The reactants are: [CH2:1]([C:3]1[CH:8]=[CH:7][C:6]([CH:9]2[CH2:14][N:13]([C:15]([N:17]3[CH2:22][CH2:21][O:20][CH2:19][CH2:18]3)=[O:16])[CH2:12][CH:11]([C:23](O)=[O:24])[CH2:10]2)=[CH:5][CH:4]=1)[CH3:2].O[NH:27][C:28](=[NH:33])[C:29]([CH3:32])([CH3:31])[CH3:30]. (2) Given the product [C:1]([O:5][C:6](=[O:20])[NH:7][CH2:8][CH2:9][CH2:10][CH2:11][C:12]1[CH:13]=[CH:14][C:15]([C:18]#[N:19])=[CH:16][CH:17]=1)([CH3:4])([CH3:2])[CH3:3], predict the reactants needed to synthesize it. The reactants are: [C:1]([O:5][C:6](=[O:20])[NH:7][CH2:8][CH2:9][C:10]#[C:11][C:12]1[CH:17]=[CH:16][C:15]([C:18]#[N:19])=[CH:14][CH:13]=1)([CH3:4])([CH3:3])[CH3:2].[H][H]. (3) Given the product [Cl:13][C:14]1[CH:15]=[CH:16][C:17]([C:18]([NH:20][C:21]2[CH:26]=[CH:25][C:24]([N:27]3[CH:31]=[C:30]([CH3:32])[N:29]=[CH:28]3)=[C:23]([C:33]([F:35])([F:34])[F:36])[CH:22]=2)=[O:19])=[CH:37][C:38]=1[C:12]#[C:11][C:8]1[N:7]=[N:6][C:5]([NH:4][CH:1]([CH3:3])[CH3:2])=[CH:10][CH:9]=1, predict the reactants needed to synthesize it. The reactants are: [CH:1]([NH:4][C:5]1[N:6]=[N:7][C:8]([C:11]#[CH:12])=[CH:9][CH:10]=1)([CH3:3])[CH3:2].[Cl:13][C:14]1[CH:38]=[CH:37][C:17]([C:18]([NH:20][C:21]2[CH:26]=[CH:25][C:24]([N:27]3[CH:31]=[C:30]([CH3:32])[N:29]=[CH:28]3)=[C:23]([C:33]([F:36])([F:35])[F:34])[CH:22]=2)=[O:19])=[CH:16][C:15]=1I. (4) Given the product [CH3:16][C:8]([O:7][C:6]1[CH:18]=[CH:19][C:3]([CH2:1][NH:27][CH2:26][C:25]2[O:24][CH:23]=[N:22][C:21]=2[CH3:20])=[CH:4][CH:5]=1)([CH3:17])[C:9]([O:11][C:12]([CH3:15])([CH3:14])[CH3:13])=[O:10], predict the reactants needed to synthesize it. The reactants are: [CH:1]([C:3]1[CH:19]=[CH:18][C:6]([O:7][C:8]([CH3:17])([CH3:16])[C:9]([O:11][C:12]([CH3:15])([CH3:14])[CH3:13])=[O:10])=[CH:5][CH:4]=1)=O.[CH3:20][C:21]1[N:22]=[CH:23][O:24][C:25]=1[CH2:26][NH2:27].C(O[BH-](OC(=O)C)OC(=O)C)(=O)C.[Na+].C(=O)(O)[O-].[Na+]. (5) Given the product [OH:40][CH2:39][CH2:35][CH2:36][C:28]1[CH:31]=[CH:32][CH:33]=[CH:34][C:27]=1[N:3]1[C:2](=[O:1])[C:6]2=[CH:7][N:8]([CH2:15][C:16]3[CH:17]=[CH:18][C:19]([N:22]4[CH:26]=[CH:25][CH:24]=[N:23]4)=[CH:20][CH:21]=3)[C:9]3[CH:10]=[CH:11][CH:12]=[CH:13][C:14]=3[C:5]2=[N:4]1, predict the reactants needed to synthesize it. The reactants are: [O:1]=[C:2]1[C:6]2=[CH:7][N:8]([CH2:15][C:16]3[CH:21]=[CH:20][C:19]([N:22]4[CH:26]=[CH:25][CH:24]=[N:23]4)=[CH:18][CH:17]=3)[C:9]3[CH:10]=[CH:11][CH:12]=[CH:13][C:14]=3[C:5]2=[N:4][N:3]1[C:27]1[CH:34]=[CH:33][CH:32]=[CH:31][C:28]=1C=O.[CH2:35]([Mg]Br)[CH3:36].[C:39](=O)(O)[O-:40].[Na+].O. (6) Given the product [C:5]([O:9][C:10]([N:12]1[CH2:13][C:14]2[N:15]([CH:1]=[N:3][N:4]=2)[C:16]2[CH:22]=[CH:21][C:20]([Cl:23])=[CH:19][C:17]=2[CH2:18]1)=[O:11])([CH3:8])([CH3:6])[CH3:7], predict the reactants needed to synthesize it. The reactants are: [CH:1]([NH:3][NH2:4])=O.[C:5]([O:9][C:10]([N:12]1[CH2:18][C:17]2[CH:19]=[C:20]([Cl:23])[CH:21]=[CH:22][C:16]=2[NH:15][C:14](=S)[CH2:13]1)=[O:11])([CH3:8])([CH3:7])[CH3:6]. (7) The reactants are: [CH:1](=[O:5])[CH2:2][CH:3]=[O:4].[OH:6][C:7]1[C:16]2[C:11](=[CH:12][C:13]([OH:18])=[C:14]([OH:17])[CH:15]=2)[O:10][C:9](=[O:19])[CH:8]=1. Given the product [OH:6][C:7]1[C:16]2[C:11](=[CH:12][C:13]([OH:18])=[C:14]([OH:17])[CH:15]=2)[O:10][C:9](=[O:19])[C:8]=1[C:7]1[C:2]2[C:1](=[O:5])[C:16]3[C:11](=[CH:12][CH:13]=[CH:14][CH:15]=3)[O:10][C:3]=2[O:4][CH2:9][CH:8]=1, predict the reactants needed to synthesize it. (8) Given the product [CH3:1][O:2][C:3]1[CH:4]=[C:5]2[C:9](=[CH:10][CH:11]=1)[CH:8]([CH2:12][C:13]([O:15][CH2:16][CH3:17])=[O:14])[CH2:7][CH2:6]2, predict the reactants needed to synthesize it. The reactants are: [CH3:1][O:2][C:3]1[CH:4]=[C:5]2[C:9](=[CH:10][CH:11]=1)[C:8](=[CH:12][C:13]([O:15][CH2:16][CH3:17])=[O:14])[CH2:7][CH2:6]2.[H][H]. (9) The reactants are: [CH3:1][C:2]([CH3:34])([CH3:33])[CH2:3][CH2:4][C@@H:5]([N:12]1[CH2:17][CH2:16][CH2:15][C@H:14]([CH2:18][C:19]([O:21]C)=[O:20])[C@H:13]1[C:23]1[CH:28]=[CH:27][C:26]([C:29]([F:32])([F:31])[F:30])=[CH:25][CH:24]=1)[CH2:6][CH2:7][C:8]([F:11])([F:10])[F:9].[OH-:35].[K+].Cl.[CH3:38][OH:39]. Given the product [CH3:1][C:2]([CH3:34])([CH3:33])[CH2:3][CH2:4][C@@H:5]([N:12]1[CH2:17][CH2:16][CH2:15][C@H:14]([CH2:18][C:19]([OH:21])=[O:20])[C@H:13]1[C:23]1[CH:28]=[CH:27][C:26]([C:29]([F:32])([F:30])[F:31])=[CH:25][CH:24]=1)[CH2:6][CH2:7][C:8]([F:9])([F:10])[F:11].[C:38]([OH:39])([C:8]([F:11])([F:10])[F:9])=[O:35], predict the reactants needed to synthesize it.